Dataset: Catalyst prediction with 721,799 reactions and 888 catalyst types from USPTO. Task: Predict which catalyst facilitates the given reaction. (1) Reactant: [Cl:1][C:2]1[CH:3]=[C:4]([NH:17][CH:18](SC)[NH:19][C:20]#[N:21])[CH:5]=[C:6]([Cl:16])[C:7]=1[C:8]1[CH:9]=[N:10][C:11]([O:14][CH3:15])=[CH:12][CH:13]=1.[NH2:24][NH2:25]. Product: [Cl:1][C:2]1[CH:3]=[C:4]([NH:17][C:18]2[N:19]=[C:20]([NH2:21])[NH:25][N:24]=2)[CH:5]=[C:6]([Cl:16])[C:7]=1[C:8]1[CH:9]=[N:10][C:11]([O:14][CH3:15])=[CH:12][CH:13]=1. The catalyst class is: 8. (2) Reactant: [C:1]([O:5][C:6](=[O:20])[C:7]([S:10][C:11]1[CH:16]=[CH:15][CH:14]=[C:13]([CH2:17][CH2:18][NH2:19])[CH:12]=1)([CH3:9])[CH3:8])([CH3:4])([CH3:3])[CH3:2].[C:21](O)(=[O:28])[CH2:22][CH2:23][CH2:24][CH2:25][CH2:26][CH3:27].O.ON1C2C=CC=CC=2N=N1.Cl.CN(C)CCCN=C=NCC. Product: [C:1]([O:5][C:6](=[O:20])[C:7]([S:10][C:11]1[CH:16]=[CH:15][CH:14]=[C:13]([CH2:17][CH2:18][NH:19][C:21](=[O:28])[CH2:22][CH2:23][CH2:24][CH2:25][CH2:26][CH3:27])[CH:12]=1)([CH3:9])[CH3:8])([CH3:2])([CH3:4])[CH3:3]. The catalyst class is: 4.